From a dataset of NCI-60 drug combinations with 297,098 pairs across 59 cell lines. Regression. Given two drug SMILES strings and cell line genomic features, predict the synergy score measuring deviation from expected non-interaction effect. Drug 1: CC1=C(C=C(C=C1)NC(=O)C2=CC=C(C=C2)CN3CCN(CC3)C)NC4=NC=CC(=N4)C5=CN=CC=C5. Drug 2: CC(C)NC(=O)C1=CC=C(C=C1)CNNC.Cl. Cell line: LOX IMVI. Synergy scores: CSS=6.47, Synergy_ZIP=0.379, Synergy_Bliss=0.355, Synergy_Loewe=2.23, Synergy_HSA=1.94.